Dataset: Forward reaction prediction with 1.9M reactions from USPTO patents (1976-2016). Task: Predict the product of the given reaction. (1) Given the reactants C[O:2][C:3]1[CH:11]=[CH:10][C:6]([CH2:7][CH2:8]Br)=[CH:5][CH:4]=1.[CH3:12][NH:13][CH3:14], predict the reaction product. The product is: [CH3:12][NH:13][CH2:14][CH2:8][CH2:7][C:6]1[CH:10]=[CH:11][C:3]([OH:2])=[CH:4][CH:5]=1. (2) Given the reactants [N+:1]([C:4]1[CH:5]=[N:6][C:7]2[C:12]([C:13]=1[NH:14][CH2:15][CH2:16][O:17][CH2:18][CH2:19][OH:20])=[CH:11][CH:10]=[CH:9][CH:8]=2)([O-])=O.S([O-])([O-])(=O)=O.[Mg+2], predict the reaction product. The product is: [NH2:1][C:4]1[CH:5]=[N:6][C:7]2[C:12]([C:13]=1[NH:14][CH2:15][CH2:16][O:17][CH2:18][CH2:19][OH:20])=[CH:11][CH:10]=[CH:9][CH:8]=2. (3) Given the reactants CO[C:3]1C(O)=C[C:6]([O:10][CH3:11])=[CH:5][C:4]=1[N+:12]([O-:14])=[O:13].[CH2:15]1[O:32][CH2:31][CH2:30][O:29][CH2:28][CH2:27][O:26][CH2:25][CH2:24][O:23]CCOCCOC1.BrCC1OCCO1.C([O-])(O)=O.[Na+], predict the reaction product. The product is: [CH3:11][O:10][C:6]1[CH:5]=[C:4]([N+:12]([O-:14])=[O:13])[CH:3]=[C:31]([O:32][CH3:15])[C:30]=1[O:29][CH2:28][CH:27]1[O:23][CH2:24][CH2:25][O:26]1. (4) Given the reactants ClC1C=C(Cl)C=CC=1C1C(N2C=CN=C2)=CN=C(CCN)N=1.Cl[C:24]1[N:29]=[C:28]([N:30]([CH3:32])[CH3:31])[C:27]([N+:33]([O-:35])=[O:34])=[CH:26][CH:25]=1.[Cl:36][C:37]1[CH:42]=[C:41]([Cl:43])[CH:40]=[CH:39][C:38]=1[C:44]1[C:49]([C:50]2[NH:51][CH:52]=[CH:53][N:54]=2)=[CH:48][N:47]=[C:46]([NH:55][CH2:56][CH2:57][NH:58]C2C=CC([N+]([O-])=O)=C(OC)N=2)[N:45]=1, predict the reaction product. The product is: [Cl:36][C:37]1[CH:42]=[C:41]([Cl:43])[CH:40]=[CH:39][C:38]=1[C:44]1[C:49]([C:50]2[NH:54][CH:53]=[CH:52][N:51]=2)=[CH:48][N:47]=[C:46]([NH:55][CH2:56][CH2:57][NH:58][C:24]2[N:29]=[C:28]([N:30]([CH3:32])[CH3:31])[C:27]([N+:33]([O-:35])=[O:34])=[CH:26][CH:25]=2)[N:45]=1.